Dataset: NCI-60 drug combinations with 297,098 pairs across 59 cell lines. Task: Regression. Given two drug SMILES strings and cell line genomic features, predict the synergy score measuring deviation from expected non-interaction effect. (1) Drug 1: C1=CC(=CC=C1CC(C(=O)O)N)N(CCCl)CCCl.Cl. Drug 2: COC1=NC(=NC2=C1N=CN2C3C(C(C(O3)CO)O)O)N. Cell line: K-562. Synergy scores: CSS=15.4, Synergy_ZIP=2.01, Synergy_Bliss=9.59, Synergy_Loewe=-6.10, Synergy_HSA=-1.31. (2) Drug 1: C1=CC(=C2C(=C1NCCNCCO)C(=O)C3=C(C=CC(=C3C2=O)O)O)NCCNCCO. Drug 2: CC1C(C(=O)NC(C(=O)N2CCCC2C(=O)N(CC(=O)N(C(C(=O)O1)C(C)C)C)C)C(C)C)NC(=O)C3=C4C(=C(C=C3)C)OC5=C(C(=O)C(=C(C5=N4)C(=O)NC6C(OC(=O)C(N(C(=O)CN(C(=O)C7CCCN7C(=O)C(NC6=O)C(C)C)C)C)C(C)C)C)N)C. Cell line: TK-10. Synergy scores: CSS=11.5, Synergy_ZIP=-7.52, Synergy_Bliss=-4.73, Synergy_Loewe=-7.24, Synergy_HSA=-5.97. (3) Drug 1: CC1=CC=C(C=C1)C2=CC(=NN2C3=CC=C(C=C3)S(=O)(=O)N)C(F)(F)F. Drug 2: CC1CCC2CC(C(=CC=CC=CC(CC(C(=O)C(C(C(=CC(C(=O)CC(OC(=O)C3CCCCN3C(=O)C(=O)C1(O2)O)C(C)CC4CCC(C(C4)OC)O)C)C)O)OC)C)C)C)OC. Cell line: A498. Synergy scores: CSS=-1.68, Synergy_ZIP=0.910, Synergy_Bliss=6.50, Synergy_Loewe=1.52, Synergy_HSA=1.94. (4) Drug 2: C1CN(P(=O)(OC1)NCCCl)CCCl. Drug 1: CCC1=C2CN3C(=CC4=C(C3=O)COC(=O)C4(CC)O)C2=NC5=C1C=C(C=C5)O. Cell line: SW-620. Synergy scores: CSS=38.0, Synergy_ZIP=3.89, Synergy_Bliss=4.24, Synergy_Loewe=-75.1, Synergy_HSA=3.85. (5) Drug 1: CN1C2=C(C=C(C=C2)N(CCCl)CCCl)N=C1CCCC(=O)O.Cl. Drug 2: CC1=C(C=C(C=C1)C(=O)NC2=CC(=CC(=C2)C(F)(F)F)N3C=C(N=C3)C)NC4=NC=CC(=N4)C5=CN=CC=C5. Cell line: RXF 393. Synergy scores: CSS=-3.62, Synergy_ZIP=1.69, Synergy_Bliss=0.201, Synergy_Loewe=-3.90, Synergy_HSA=-3.24. (6) Drug 1: CC1OCC2C(O1)C(C(C(O2)OC3C4COC(=O)C4C(C5=CC6=C(C=C35)OCO6)C7=CC(=C(C(=C7)OC)O)OC)O)O. Drug 2: C(CCl)NC(=O)N(CCCl)N=O. Cell line: OVCAR3. Synergy scores: CSS=37.8, Synergy_ZIP=-6.14, Synergy_Bliss=1.37, Synergy_Loewe=-12.0, Synergy_HSA=2.81.